From a dataset of Full USPTO retrosynthesis dataset with 1.9M reactions from patents (1976-2016). Predict the reactants needed to synthesize the given product. (1) Given the product [CH3:29][C:26]([O:25][C:23]([NH:19][CH2:20][CH2:21][CH2:22][C:18]([C:2]1[CH:11]=[CH:10][C:5]([C:6]([O:8][CH3:9])=[O:7])=[CH:4][CH:3]=1)=[O:17])=[O:24])([CH3:27])[CH3:28], predict the reactants needed to synthesize it. The reactants are: I[C:2]1[CH:11]=[CH:10][C:5]([C:6]([O:8][CH3:9])=[O:7])=[CH:4][CH:3]=1.C([Mg]Cl)(C)C.[O:17]=[C:18]1[CH2:22][CH2:21][CH2:20][N:19]1[C:23]([O:25][C:26]([CH3:29])([CH3:28])[CH3:27])=[O:24]. (2) Given the product [Br:1][C:2]1[C:7]([O:8][CH2:9][CH3:10])=[C:6]([F:11])[CH:5]=[C:4]([Cl:12])[C:3]=1[NH:13][C:14](=[O:16])[CH3:15], predict the reactants needed to synthesize it. The reactants are: [Br:1][C:2]1[C:7]([O:8][CH2:9][CH3:10])=[C:6]([F:11])[CH:5]=[C:4]([Cl:12])[C:3]=1[NH2:13].[C:14](OC(=O)C)(=[O:16])[CH3:15]. (3) The reactants are: Cl[C:2]1[N:7]=[C:6]([NH:8][C:9]2[CH:14]=[CH:13][C:12]([O:15][C:16]3[CH:21]=[CH:20][CH:19]=[CH:18][CH:17]=3)=[CH:11][CH:10]=2)[CH:5]=[CH:4][CH:3]=1.[CH2:22]([CH2:25][OH:26])[CH2:23][NH2:24]. Given the product [O:15]([C:12]1[CH:13]=[CH:14][C:9]([NH:8][C:6]2[N:7]=[C:2]([NH:24][CH2:23][CH2:22][CH2:25][OH:26])[CH:3]=[CH:4][CH:5]=2)=[CH:10][CH:11]=1)[C:16]1[CH:21]=[CH:20][CH:19]=[CH:18][CH:17]=1, predict the reactants needed to synthesize it. (4) Given the product [CH2:1]([O:8][C:9]1[CH:10]=[CH:11][C:12]([C:13]([O:15][C:16]2[CH:17]=[CH:18][C:19]([CH2:22][N:23]([CH2:48][C:49]([OH:51])=[O:50])[C:24](=[O:47])[C:25]3[CH:30]=[CH:29][C:28]([NH:31][C:32](=[O:46])[CH2:33][C:34]4[CH:39]=[CH:38][C:37]([O:40][CH3:41])=[CH:36][C:35]=4[C:42]([F:43])([F:44])[F:45])=[CH:27][N:26]=3)=[CH:20][CH:21]=2)=[O:14])=[CH:56][CH:57]=1)[CH2:2][CH2:3][CH2:4][CH2:5][CH2:6][CH3:7], predict the reactants needed to synthesize it. The reactants are: [CH2:1]([O:8][C:9]1[CH:57]=[CH:56][C:12]([C:13]([O:15][C:16]2[CH:21]=[CH:20][C:19]([CH2:22][N:23]([CH2:48][C:49]([O:51]C(C)(C)C)=[O:50])[C:24](=[O:47])[C:25]3[CH:30]=[CH:29][C:28]([NH:31][C:32](=[O:46])[CH2:33][C:34]4[CH:39]=[CH:38][C:37]([O:40][CH3:41])=[CH:36][C:35]=4[C:42]([F:45])([F:44])[F:43])=[CH:27][N:26]=3)=[CH:18][CH:17]=2)=[O:14])=[CH:11][CH:10]=1)[CH2:2][CH2:3][CH2:4][CH2:5][CH2:6][CH3:7].C(O)(C(F)(F)F)=O. (5) Given the product [Br:1][C:2]1[CH:9]=[CH:8][C:5]([CH:6]=[O:7])=[C:4]([O:10][CH3:11])[CH:3]=1, predict the reactants needed to synthesize it. The reactants are: [Br:1][C:2]1[CH:9]=[CH:8][C:5]([CH:6]=[O:7])=[C:4]([OH:10])[CH:3]=1.[C:11](=O)([O-])[O-].[K+].[K+].COS(OC)(=O)=O. (6) Given the product [Cl:1][C:2]1[CH:3]=[CH:4][C:5]([C:8]([F:9])([F:10])[F:11])=[CH:6][C:7]=1[C:29]([OH:31])=[O:30], predict the reactants needed to synthesize it. The reactants are: [Cl:1][C:2]1[CH:7]=[CH:6][C:5]([C:8]([F:11])([F:10])[F:9])=[CH:4][CH:3]=1.NCCCCN.C([Li])CCC.CCCCCC.[C:29](=[O:31])=[O:30]. (7) Given the product [CH3:26][O:25][C:22]1[CH:23]=[C:24]2[C:19](=[CH:20][C:21]=1[O:27][CH3:28])[N:18]=[CH:17][CH:16]=[C:15]2[N:9]1[CH2:8][C:7]2[CH:13]=[C:3]([Br:2])[CH:4]=[CH:5][C:6]=2[O:12][CH2:11][CH2:10]1, predict the reactants needed to synthesize it. The reactants are: Cl.[Br:2][C:3]1[CH:4]=[CH:5][C:6]2[O:12][CH2:11][CH2:10][NH:9][CH2:8][C:7]=2[CH:13]=1.Cl[C:15]1[C:24]2[C:19](=[CH:20][C:21]([O:27][CH3:28])=[C:22]([O:25][CH3:26])[CH:23]=2)[N:18]=[CH:17][CH:16]=1.C(=O)([O-])[O-].[K+].[K+].C(OCC)(=O)C. (8) Given the product [CH:14]1([CH:19]([CH2:20][C:21]2[O:26][C:25]([CH3:27])([CH3:28])[O:24][C:23](=[O:29])[CH:22]=2)[C:30]#[C:31][C:2]2[CH:11]=[CH:10][C:5]([O:6][CH2:7][C:8]#[N:9])=[C:4]([CH2:12][CH3:13])[CH:3]=2)[CH2:18][CH2:17][CH2:16][CH2:15]1, predict the reactants needed to synthesize it. The reactants are: Br[C:2]1[CH:11]=[CH:10][C:5]([O:6][CH2:7][C:8]#[N:9])=[C:4]([CH2:12][CH3:13])[CH:3]=1.[CH:14]1([C:19](O)([C:30]#[CH:31])[CH2:20][C:21]2[O:26][C:25]([CH3:28])([CH3:27])[O:24][C:23](=[O:29])[CH:22]=2)[CH2:18][CH2:17][CH2:16][CH2:15]1. (9) Given the product [Cl:1][C:2]1[N:11]=[C:10]([O:12][CH2:13][C@@H:14]2[CH2:19][N:18]([CH3:23])[C:17](=[O:20])[CH2:16][O:15]2)[C:9]2[C:4](=[N:5][CH:6]=[CH:7][N:8]=2)[CH:3]=1, predict the reactants needed to synthesize it. The reactants are: [Cl:1][C:2]1[N:11]=[C:10]([O:12][CH2:13][C@@H:14]2[CH2:19][NH:18][C:17](=[O:20])[CH2:16][O:15]2)[C:9]2[C:4](=[N:5][CH:6]=[CH:7][N:8]=2)[CH:3]=1.[H-].[Na+].[CH3:23]I. (10) Given the product [CH3:1][C:2]1[O:3][C:4]2[C:9]([C:10](=[O:12])[CH:11]=1)=[CH:8][CH:7]=[CH:6][C:5]=2[CH:13]=[O:16], predict the reactants needed to synthesize it. The reactants are: [CH3:1][C:2]1[O:3][C:4]2[C:9]([C:10](=[O:12])[CH:11]=1)=[CH:8][CH:7]=[CH:6][C:5]=2/[CH:13]=C/C.[O:16]=[O+][O-].CSC.